From a dataset of Full USPTO retrosynthesis dataset with 1.9M reactions from patents (1976-2016). Predict the reactants needed to synthesize the given product. (1) Given the product [CH3:29][O:30][C:31]1[C:36]([O:37][CH3:38])=[C:35]([OH:39])[C:34]([CH3:40])=[C:33]([CH2:41][CH2:42][C:43]2[CH:48]=[CH:47][C:46]([F:1])=[CH:45][CH:44]=2)[N:32]=1, predict the reactants needed to synthesize it. The reactants are: [F-:1].[K+].C1N2CCOCCOCCN(CCOCCOCC2)CCOCCOC1.[CH3:29][O:30][C:31]1[C:36]([O:37][CH3:38])=[C:35]([OH:39])[C:34]([CH3:40])=[C:33]([CH2:41][CH2:42][C:43]2[CH:48]=[CH:47][C:46]([N+]([O-])=O)=[CH:45][CH:44]=2)[N:32]=1. (2) Given the product [NH2:16][C:11]1[CH:12]=[CH:13][CH:14]=[C:15]2[C:10]=1[C:9](=[O:19])[C:8]1([NH:20][C:21]([C:23]3[N:24]=[CH:25][C:26]4[C:31]([CH:32]=3)=[CH:30][CH:29]=[CH:28][CH:27]=4)=[O:22])[C:7]3[CH:33]=[CH:34][C:35]([CH:37]([CH3:38])[CH3:39])=[CH:36][C:6]=3[O:5][C:4]12[OH:3], predict the reactants needed to synthesize it. The reactants are: Cl.O.[OH:3][C:4]12[C:15]3[C:10](=[C:11]([N+:16]([O-])=O)[CH:12]=[CH:13][CH:14]=3)[C:9](=[O:19])[C:8]1([NH:20][C:21]([C:23]1[N:24]=[CH:25][C:26]3[C:31]([CH:32]=1)=[CH:30][CH:29]=[CH:28][CH:27]=3)=[O:22])[C:7]1[CH:33]=[CH:34][C:35]([CH:37]([CH3:39])[CH3:38])=[CH:36][C:6]=1[O:5]2. (3) Given the product [CH3:27][C:26]1([CH2:25][CH2:24][CH2:23][CH2:22][CH2:21][CH2:20][CH2:19][CH2:18][CH2:17][CH2:16][CH2:15][CH2:14][CH3:13])[NH:11][C:9]2[C:10]3[C:5]([CH:6]=[CH:7][CH:8]=2)=[CH:4][CH:3]=[CH:2][C:1]=3[NH:12]1, predict the reactants needed to synthesize it. The reactants are: [C:1]1([NH2:12])[C:10]2[C:5](=[CH:6][CH:7]=[CH:8][C:9]=2[NH2:11])[CH:4]=[CH:3][CH:2]=1.[CH3:13][C:14](=O)[CH2:15][CH2:16][CH2:17][CH2:18][CH2:19][CH2:20][CH2:21][CH2:22][CH2:23][CH2:24][CH2:25][CH2:26][CH3:27].Cl. (4) Given the product [C:26]([C:23]1[CH:22]=[CH:21][C:20]([NH:19][CH:4]([C:5]2[CH:10]=[CH:9][C:8]([O:11][CH2:12][CH2:13][O:14][CH3:15])=[C:7]([O:16][CH2:17][CH3:18])[CH:6]=2)[C:3]([O-:29])=[O:2])=[CH:25][CH:24]=1)(=[NH:27])[NH2:28].[Na+:31], predict the reactants needed to synthesize it. The reactants are: C[O:2][C:3](=[O:29])[CH:4]([NH:19][C:20]1[CH:25]=[CH:24][C:23]([C:26](=[NH:28])[NH2:27])=[CH:22][CH:21]=1)[C:5]1[CH:10]=[CH:9][C:8]([O:11][CH2:12][CH2:13][O:14][CH3:15])=[C:7]([O:16][CH2:17][CH3:18])[CH:6]=1.[OH-].[Na+:31]. (5) Given the product [CH3:1][O:2][C:3](=[O:12])[C:4]1[CH:9]=[CH:8][CH:7]=[C:6]([NH:10][S:27]([C:21]2[CH:22]=[C:23]([F:26])[CH:24]=[CH:25][C:20]=2[F:19])(=[O:29])=[O:28])[C:5]=1[F:11], predict the reactants needed to synthesize it. The reactants are: [CH3:1][O:2][C:3](=[O:12])[C:4]1[CH:9]=[CH:8][CH:7]=[C:6]([NH2:10])[C:5]=1[F:11].N1C=CC=CC=1.[F:19][C:20]1[CH:25]=[CH:24][C:23]([F:26])=[CH:22][C:21]=1[S:27](Cl)(=[O:29])=[O:28]. (6) Given the product [NH2:1][C:2]1[N:7]=[CH:6][N:5]=[C:4]2[N:8]([CH:12]([C:14]3[O:15][C:16]4[C:21]([C:22](=[O:31])[C:23]=3[C:24]3[CH:29]=[CH:28][CH:27]=[C:26]([F:30])[CH:25]=3)=[CH:20][C:19]([F:32])=[CH:18][CH:17]=4)[CH3:13])[N:9]=[C:10]([C:46]3[CH:47]=[C:48]4[C:43]([C:42]([CH3:58])=[N:41][NH:40]4)=[CH:44][CH:45]=3)[C:3]=12, predict the reactants needed to synthesize it. The reactants are: [NH2:1][C:2]1[N:7]=[CH:6][N:5]=[C:4]2[N:8]([CH:12]([C:14]3[O:15][C:16]4[C:21]([C:22](=[O:31])[C:23]=3[C:24]3[CH:29]=[CH:28][CH:27]=[C:26]([F:30])[CH:25]=3)=[CH:20][C:19]([F:32])=[CH:18][CH:17]=4)[CH3:13])[N:9]=[C:10](I)[C:3]=12.C([N:40]1[C:48]2[C:43](=[CH:44][CH:45]=[C:46](B3OC(C)(C)C(C)(C)O3)[CH:47]=2)[C:42]([CH3:58])=[N:41]1)(OC(C)(C)C)=O.C(=O)([O-])[O-].[Na+].[Na+].ClCCl. (7) Given the product [F:41][C:2]([F:1])([F:40])[C:3]1[CH:4]=[C:5]([C:13]([CH3:39])([CH3:38])[C:14]([N:16]([C:18]2[CH:19]=[N:20][C:21]([N:31]3[CH:32]=[CH:33][O:34][CH2:35][CH2:36]3)=[CH:22][C:23]=2[C:24]2[CH:29]=[CH:28][CH:27]=[CH:26][C:25]=2[CH3:30])[CH3:17])=[O:15])[CH:6]=[C:7]([C:9]([F:12])([F:10])[F:11])[CH:8]=1, predict the reactants needed to synthesize it. The reactants are: [F:1][C:2]([F:41])([F:40])[C:3]1[CH:4]=[C:5]([C:13]([CH3:39])([CH3:38])[C:14]([N:16]([C:18]2[CH:19]=[N:20][C:21]([N:31]3[CH2:36][CH2:35][O:34][CH2:33][CH:32]3O)=[CH:22][C:23]=2[C:24]2[CH:29]=[CH:28][CH:27]=[CH:26][C:25]=2[CH3:30])[CH3:17])=[O:15])[CH:6]=[C:7]([C:9]([F:12])([F:11])[F:10])[CH:8]=1.Cl. (8) The reactants are: Br[C:2]1[C:3]([O:9][CH3:10])=[N:4][CH:5]=[CH:6][C:7]=1[CH3:8].[B:11]1([B:11]2[O:15][C:14]([CH3:17])([CH3:16])[C:13]([CH3:19])([CH3:18])[O:12]2)[O:15][C:14]([CH3:17])([CH3:16])[C:13]([CH3:19])([CH3:18])[O:12]1.C(Cl)Cl.CC([O-])=O.[K+]. Given the product [CH3:10][O:9][C:3]1[C:2]([B:11]2[O:15][C:14]([CH3:17])([CH3:16])[C:13]([CH3:19])([CH3:18])[O:12]2)=[C:7]([CH3:8])[CH:6]=[CH:5][N:4]=1, predict the reactants needed to synthesize it. (9) Given the product [C:39]([C@@H:10]1[CH2:9][CH:8]([CH2:7][C:4]2[CH:5]=[CH:6][C:1]([C:23]3[CH:24]=[CH:25][CH:26]=[CH:27][CH:28]=3)=[CH:2][CH:3]=2)[N:12](/[CH:13]=[CH:14]/[C:15]2[CH:16]=[CH:17][CH:18]=[CH:19][CH:30]=2)[C:11]1=[O:22])(=[O:43])[C:40]1[CH:42]=[CH:48][CH:47]=[CH:46][CH:41]=1, predict the reactants needed to synthesize it. The reactants are: [C:1]1([C:23]2[CH:28]=[CH:27][CH:26]=[CH:25][CH:24]=2)[CH:6]=[CH:5][C:4]([CH2:7][C@H:8]2[N:12]([CH2:13][C:14]3[CH:19]=[CH:18][C:17](OC)=[CH:16][CH:15]=3)[C:11](=[O:22])[CH2:10][CH2:9]2)=[CH:3][CH:2]=1.[Li+].[CH3:30][Si]([N-][Si](C)(C)C)(C)C.[C:39](Cl)(=[O:43])[CH:40]([CH3:42])[CH3:41].O1C[CH2:48][CH2:47][CH2:46]1. (10) Given the product [NH2:16][C:6]1[C:5]([C:3]([OH:4])=[O:2])=[C:13]2[C:9]([CH:10]=[N:11][NH:12]2)=[CH:8][C:7]=1[C:14]#[CH:15], predict the reactants needed to synthesize it. The reactants are: C[O:2][C:3]([C:5]1[C:6]([NH2:16])=[C:7]([C:14]#[CH:15])[CH:8]=[C:9]2[C:13]=1[NH:12][N:11]=[CH:10]2)=[O:4].[OH-].[Na+].